From a dataset of Reaction yield outcomes from USPTO patents with 853,638 reactions. Predict the reaction yield, written as a fraction of the theoretical maximum amount of product (1.0 means a 100% yield; for example, 0.34 means a 34% yield). (1) The reactants are [Br:1][C:2]1[CH:3]=[C:4]([CH:8]=[C:9]([C:11]([O:13][CH3:14])=[O:12])[CH:10]=1)[C:5]([OH:7])=O.CN(C(ON1N=NC2C=CC=NC1=2)=[N+](C)C)C.F[P-](F)(F)(F)(F)F.[C:39]1([C@H:45]([NH2:47])[CH3:46])[CH:44]=[CH:43][CH:42]=[CH:41][CH:40]=1. The catalyst is CN(C=O)C.C(OCC)(=O)C. The product is [Br:1][C:2]1[CH:10]=[C:9]([CH:8]=[C:4]([C:5](=[O:7])[NH:47][C@@H:45]([C:39]2[CH:44]=[CH:43][CH:42]=[CH:41][CH:40]=2)[CH3:46])[CH:3]=1)[C:11]([O:13][CH3:14])=[O:12]. The yield is 0.999. (2) The reactants are C(OC(=O)[NH:7][C@H:8]1[CH2:13][CH2:12][C@@H:11]([CH3:14])[N:10]([C:15]([C:17]2[CH:39]=[C:38]([O:40][CH3:41])[C:20]3[N:21]([CH3:37])[C:22]([C:24]4[N:32]([CH2:33][CH:34]5[CH2:36][CH2:35]5)[C:27]5=[N:28][CH:29]=[CH:30][CH:31]=[C:26]5[CH:25]=4)=[N:23][C:19]=3[CH:18]=2)=[O:16])[CH2:9]1)(C)(C)C.C(O)(C(F)(F)F)=O. The catalyst is ClCCl.CO. The product is [NH2:7][C@@H:8]1[CH2:9][N:10]([C:15]([C:17]2[CH:39]=[C:38]([O:40][CH3:41])[C:20]3[N:21]([CH3:37])[C:22]([C:24]4[N:32]([CH2:33][CH:34]5[CH2:36][CH2:35]5)[C:27]5=[N:28][CH:29]=[CH:30][CH:31]=[C:26]5[CH:25]=4)=[N:23][C:19]=3[CH:18]=2)=[O:16])[C@H:11]([CH3:14])[CH2:12][CH2:13]1. The yield is 0.900. (3) The reactants are [S:1]1[CH:5]=[C:4]([C:6]2[CH:13]=[CH:12][C:9]([CH:10]=[O:11])=[CH:8][CH:7]=2)[N:3]=[CH:2]1.S1C=CN=C1C1C=CC(C=O)=CC=1. No catalyst specified. The product is [S:1]1[CH:5]=[C:4]([C:6]2[CH:7]=[CH:8][C:9]([CH2:10][OH:11])=[CH:12][CH:13]=2)[N:3]=[CH:2]1. The yield is 0.830.